This data is from Forward reaction prediction with 1.9M reactions from USPTO patents (1976-2016). The task is: Predict the product of the given reaction. (1) Given the reactants C1COCC1.[H-].[Al+3].[Li+].[H-].[H-].[H-].[CH2:12]([N:19]1[CH2:24][C:23](=O)[NH:22][CH:21]([CH2:26][C:27]2[CH:32]=[CH:31][C:30]([O:33][CH3:34])=[CH:29][CH:28]=2)[C:20]1=O)[C:13]1[CH:18]=[CH:17][CH:16]=[CH:15][CH:14]=1.[OH-].[Na+], predict the reaction product. The product is: [CH2:12]([N:19]1[CH2:24][CH2:23][NH:22][CH:21]([CH2:26][C:27]2[CH:28]=[CH:29][C:30]([O:33][CH3:34])=[CH:31][CH:32]=2)[CH2:20]1)[C:13]1[CH:14]=[CH:15][CH:16]=[CH:17][CH:18]=1. (2) Given the reactants O.C([O:4][C:5](=O)[CH2:6][S:7][C:8]1[CH:13]=[CH:12][C:11]([N+:14]([O-])=O)=[CH:10][C:9]=1[N+:17]([O-])=O)C, predict the reaction product. The product is: [NH2:14][C:11]1[CH:12]=[CH:13][C:8]2[S:7][CH2:6][C:5](=[O:4])[NH:17][C:9]=2[CH:10]=1.